From a dataset of Full USPTO retrosynthesis dataset with 1.9M reactions from patents (1976-2016). Predict the reactants needed to synthesize the given product. (1) Given the product [F:17][C:18]1[CH:23]=[C:22]([C:2]2[CH:16]=[CH:15][CH:14]=[CH:13][C:3]=2[O:4][C:5]2[N:10]=[CH:9][C:8]([O:11][CH3:12])=[CH:7][N:6]=2)[CH:21]=[CH:20][C:19]=1[C:33]1[CH:38]=[N:37][C:36]([NH2:39])=[N:35][CH:34]=1, predict the reactants needed to synthesize it. The reactants are: Br[C:2]1[CH:16]=[CH:15][CH:14]=[CH:13][C:3]=1[O:4][C:5]1[N:10]=[CH:9][C:8]([O:11][CH3:12])=[CH:7][N:6]=1.[F:17][C:18]1[CH:23]=[C:22](B2OC(C)(C)C(C)(C)O2)[CH:21]=[CH:20][C:19]=1[C:33]1[CH:34]=[N:35][C:36]([NH2:39])=[N:37][CH:38]=1. (2) Given the product [CH3:24][N:25]([CH3:30])[CH2:26][CH2:27][CH2:28][NH:29][C:14](=[O:16])[CH2:13][CH2:12][CH2:11][C:10]1[CH:5]=[CH:6][C:7]([N:17]([CH2:21][CH2:22][Cl:23])[CH2:18][CH2:19][Cl:20])=[CH:8][CH:9]=1, predict the reactants needed to synthesize it. The reactants are: S(Cl)(Cl)=O.[CH:5]1[C:10]([CH2:11][CH2:12][CH2:13][C:14]([OH:16])=O)=[CH:9][CH:8]=[C:7]([N:17]([CH2:21][CH2:22][Cl:23])[CH2:18][CH2:19][Cl:20])[CH:6]=1.[CH3:24][N:25]([CH3:30])[CH2:26][CH2:27][CH2:28][NH2:29]. (3) Given the product [C:17]([O:16][C:15](=[O:21])[NH:14][C@H:11]([C:10]1[N:6]([CH:7]2[CH2:9][CH2:8]2)[C:4](=[O:5])[C:3]2[C:23](=[CH:24][CH:25]=[CH:26][C:2]=2[Cl:1])[N:27]=1)[CH2:12][CH3:13])([CH3:20])([CH3:19])[CH3:18], predict the reactants needed to synthesize it. The reactants are: [Cl:1][C:2]1[CH:26]=[CH:25][CH:24]=[C:23]([N+:27]([O-])=O)[C:3]=1[C:4]([N:6]([C:10](=O)[C@@H:11]([NH:14][C:15](=[O:21])[O:16][C:17]([CH3:20])([CH3:19])[CH3:18])[CH2:12][CH3:13])[CH:7]1[CH2:9][CH2:8]1)=[O:5].C([O-])(O)=O.[Na+]. (4) Given the product [CH:1]1([NH:6][C:7]2[CH:8]=[CH:9][CH:10]=[C:11]3[C:15]=2[NH:14][C:13]([C:16]2[S:17][CH2:18][C@@H:19]([CH2:21][C:22]4[O:24][N:28]=[C:27]([N:29]5[CH2:34][CH2:33][CH2:32][CH2:31][CH2:30]5)[N:26]=4)[N:20]=2)=[CH:12]3)[CH2:5][CH2:4][CH2:3][CH2:2]1, predict the reactants needed to synthesize it. The reactants are: [CH:1]1([NH:6][C:7]2[CH:8]=[CH:9][CH:10]=[C:11]3[C:15]=2[NH:14][C:13]([C:16]2[S:17][CH2:18][C@@H:19]([CH2:21][C:22]([OH:24])=O)[N:20]=2)=[CH:12]3)[CH2:5][CH2:4][CH2:3][CH2:2]1.O[NH:26][C:27]([N:29]1[CH2:34][CH2:33][CH2:32][CH2:31][CH2:30]1)=[NH:28]. (5) Given the product [CH2:15]([O:12][CH2:11][CH:6]1[CH2:7][CH2:8][CH2:9][CH2:10][C:5]21[O:4][CH2:3][CH2:2][O:1]2)[C:16]1[CH:21]=[CH:20][CH:19]=[CH:18][CH:17]=1, predict the reactants needed to synthesize it. The reactants are: [O:1]1[C:5]2([CH2:10][CH2:9][CH2:8][CH2:7][CH:6]2[CH2:11][OH:12])[O:4][CH2:3][CH2:2]1.[H-].[Na+].[CH2:15](Br)[C:16]1[CH:21]=[CH:20][CH:19]=[CH:18][CH:17]=1.